This data is from Full USPTO retrosynthesis dataset with 1.9M reactions from patents (1976-2016). The task is: Predict the reactants needed to synthesize the given product. Given the product [F:25][C:3]([F:2])([F:24])[C:4]1[CH:22]=[C:21]([F:23])[CH:20]=[CH:19][C:5]=1[CH:6]([O:14][CH:15]1[CH2:18][N:17]([C:27]([NH:26][CH:4]2[CH2:22][CH2:21][CH2:20][CH2:19][CH2:5]2)=[O:28])[CH2:16]1)[C:7]1[CH:12]=[CH:11][C:10]([Cl:13])=[CH:9][CH:8]=1, predict the reactants needed to synthesize it. The reactants are: Cl.[F:2][C:3]([F:25])([F:24])[C:4]1[CH:22]=[C:21]([F:23])[CH:20]=[CH:19][C:5]=1[CH:6]([O:14][CH:15]1[CH2:18][NH:17][CH2:16]1)[C:7]1[CH:12]=[CH:11][C:10]([Cl:13])=[CH:9][CH:8]=1.[N-:26]=[C:27]=[O:28].